This data is from Catalyst prediction with 721,799 reactions and 888 catalyst types from USPTO. The task is: Predict which catalyst facilitates the given reaction. (1) Reactant: [NH:1]1[CH2:5][CH2:4][CH2:3][CH2:2]1.[CH2:6]([O:13][N:14]1[C:23](=[O:24])[C:22]2[C:17](=[CH:18][C:19](F)=[C:20]([F:25])[CH:21]=2)[N:16]([CH2:27][CH3:28])[C:15]1=[O:29])[C:7]1[CH:12]=[CH:11][CH:10]=[CH:9][CH:8]=1.C(N(CC)CC)C. Product: [CH2:6]([O:13][N:14]1[C:23](=[O:24])[C:22]2[C:17](=[CH:18][C:19]([N:1]3[CH2:5][CH2:4][CH2:3][CH2:2]3)=[C:20]([F:25])[CH:21]=2)[N:16]([CH2:27][CH3:28])[C:15]1=[O:29])[C:7]1[CH:12]=[CH:11][CH:10]=[CH:9][CH:8]=1. The catalyst class is: 10. (2) Reactant: [C:1](=[O:22])(OC1C=CC([N+]([O-])=O)=CC=1)[O:2][CH2:3][C:4]1[CH:9]=[C:8]([CH3:10])[N:7]=[C:6]([CH3:11])[CH:5]=1.CCN(C(C)C)C(C)C.[CH:32]1([NH2:37])[CH2:36][CH2:35][CH2:34][CH2:33]1.[ClH:38].CCOCC. Product: [ClH:38].[CH:32]1([NH:37][C:1](=[O:22])[O:2][CH2:3][C:4]2[CH:5]=[C:6]([CH3:11])[N:7]=[C:8]([CH3:10])[CH:9]=2)[CH2:36][CH2:35][CH2:34][CH2:33]1. The catalyst class is: 239.